Dataset: Full USPTO retrosynthesis dataset with 1.9M reactions from patents (1976-2016). Task: Predict the reactants needed to synthesize the given product. The reactants are: [F:1][C:2]([F:12])([F:11])[C:3]1[CH:10]=[CH:9][C:6]([CH:7]=[O:8])=[CH:5][CH:4]=1.C(=O)([O-])[O-].[K+].[K+].[F:19][C:20]([Si](C)(C)C)([F:22])[F:21]. Given the product [F:1][C:2]([F:11])([F:12])[C:3]1[CH:10]=[CH:9][C:6]([CH:7]([OH:8])[C:20]([F:22])([F:21])[F:19])=[CH:5][CH:4]=1, predict the reactants needed to synthesize it.